From a dataset of Reaction yield outcomes from USPTO patents with 853,638 reactions. Predict the reaction yield, written as a fraction of the theoretical maximum amount of product (1.0 means a 100% yield; for example, 0.34 means a 34% yield). (1) The reactants are Cl.[CH3:2][NH:3][O:4][CH3:5].C(N(CC)CC)C.[Br:13][C:14]1[CH:25]=[C:18]2[C:19]([O:21]C(=O)[NH:23][C:17]2=[CH:16][CH:15]=1)=O. The yield is 0.680. The product is [NH2:23][C:17]1[CH:16]=[CH:15][C:14]([Br:13])=[CH:25][C:18]=1[C:19]([N:3]([O:4][CH3:5])[CH3:2])=[O:21]. The catalyst is C(O)C.O. (2) The reactants are [CH3:1][N:2]1[CH2:7][CH2:6][CH:5]([C:8]([C:10]2[CH:15]=[CH:14][CH:13]=[CH:12][CH:11]=2)=O)[CH2:4][CH2:3]1.[BH3-]C#[N:18].[Na+]. The catalyst is CO. The product is [CH3:1][N:2]1[CH2:7][CH2:6][CH:5]([CH:8]([C:10]2[CH:15]=[CH:14][CH:13]=[CH:12][CH:11]=2)[NH2:18])[CH2:4][CH2:3]1. The yield is 0.960. (3) The reactants are C([O:3][C:4](=[O:19])[CH2:5][CH:6]1[O:10][B:9]([OH:11])[C:8]2[CH:12]=[C:13]([OH:18])[CH:14]=[C:15]([CH2:16][CH3:17])[C:7]1=2)C.[Li+].[OH-].Cl. The yield is 0.500. The catalyst is C1COCC1.O. The product is [CH2:16]([C:15]1[C:7]2[CH:6]([CH2:5][C:4]([OH:19])=[O:3])[O:10][B:9]([OH:11])[C:8]=2[CH:12]=[C:13]([OH:18])[CH:14]=1)[CH3:17]. (4) The reactants are [CH3:1][O:2][C:3]1[C:11]([CH3:12])=[C:10]2[C:6]([C:7](=[O:13])[O:8][CH2:9]2)=[C:5]([O:14][CH2:15][CH2:16][Si:17]([CH3:20])([CH3:19])[CH3:18])[C:4]=1[CH2:21][CH:22]=[C:23]([CH3:29])[CH2:24][P:25](=[O:28])([OH:27])[OH:26].[C:30]1(O)[CH:35]=[CH:34][CH:33]=[CH:32][CH:31]=1.[CH:37]1(N=C=N[CH:37]2[CH2:42][CH2:41][CH2:40][CH2:39][CH2:38]2)[CH2:42][CH2:41][CH2:40][CH2:39][CH2:38]1. The catalyst is CN(C=O)C.CN(C1C=CN=CC=1)C. The product is [C:30]1([O:28][P:25]([CH2:24][C:23]([CH3:29])=[CH:22][CH2:21][C:4]2[C:5]([O:14][CH2:15][CH2:16][Si:17]([CH3:19])([CH3:20])[CH3:18])=[C:6]3[C:10](=[C:11]([CH3:12])[C:3]=2[O:2][CH3:1])[CH2:9][O:8][C:7]3=[O:13])(=[O:26])[O:27][C:37]2[CH:42]=[CH:41][CH:40]=[CH:39][CH:38]=2)[CH:35]=[CH:34][CH:33]=[CH:32][CH:31]=1. The yield is 0.210. (5) The reactants are [NH2:1][C:2]1[CH:3]=[N:4][CH:5]=[CH:6][C:7]=1[N:8]1[CH2:13][C@H:12]([C:14]([F:17])([F:16])[F:15])[CH2:11][C@H:10]([NH:18][C:19](=[O:25])[O:20][C:21]([CH3:24])([CH3:23])[CH3:22])[CH2:9]1.[C:26]([O:30][C:31]([NH:33][C:34]1[O:42][C:41]2[C:36](=[N:37][CH:38]=[C:39]([CH:43]=[CH2:44])[CH:40]=2)[C:35]=1[C:45](O)=[O:46])=[O:32])([CH3:29])([CH3:28])[CH3:27].CCN(C(C)C)C(C)C.CN(C(ON1N=NC2C=CC=NC1=2)=[N+](C)C)C.F[P-](F)(F)(F)(F)F. The catalyst is ClCCCl. The product is [C:21]([O:20][C:19]([NH:18][C@H:10]1[CH2:11][C@@H:12]([C:14]([F:16])([F:15])[F:17])[CH2:13][N:8]([C:7]2[CH:6]=[CH:5][N:4]=[CH:3][C:2]=2[NH:1][C:45]([C:35]2[C:36]3=[N:37][CH:38]=[C:39]([CH:43]=[CH2:44])[CH:40]=[C:41]3[O:42][C:34]=2[NH:33][C:31](=[O:32])[O:30][C:26]([CH3:29])([CH3:28])[CH3:27])=[O:46])[CH2:9]1)=[O:25])([CH3:22])([CH3:24])[CH3:23]. The yield is 0.380. (6) The reactants are [CH3:1][C:2]1([CH3:22])[O:7][C:6](=[O:8])[NH:5][C:4]2[CH:9]=[CH:10][C:11]([C:13]3[CH:14]=[C:15]([CH:18]=[C:19]([F:21])[CH:20]=3)[C:16]#[N:17])=[CH:12][C:3]1=2.[CH2:23]([O:25][CH:26](OCC)[O:27][CH2:28][CH3:29])[CH3:24]. No catalyst specified. The product is [CH2:23]([O:25][CH:26]([O:27][CH2:28][CH3:29])[N:5]1[C:4]2[CH:9]=[CH:10][C:11]([C:13]3[CH:14]=[C:15]([CH:18]=[C:19]([F:21])[CH:20]=3)[C:16]#[N:17])=[CH:12][C:3]=2[C:2]([CH3:22])([CH3:1])[O:7][C:6]1=[O:8])[CH3:24]. The yield is 0.330. (7) The reactants are CO[C:3]([C:5]1[N:6]([CH2:31][CH:32]=O)[CH:7]=[C:8]([C:20](=[O:30])[NH:21][CH2:22][C:23]2[CH:28]=[CH:27][C:26]([F:29])=[CH:25][CH:24]=2)[C:9](=[O:19])[C:10]=1[O:11][CH2:12][C:13]1[CH:18]=[CH:17][CH:16]=[CH:15][CH:14]=1)=[O:4].CO[CH2:36][CH2:37][NH2:38].[C:39](O)(=O)C. The catalyst is C(Cl)Cl. The product is [F:29][C:26]1[CH:27]=[CH:28][C:23]([CH2:22][NH:21][C:20]([C:8]2[C:9](=[O:19])[C:10]([O:11][CH2:12][C:13]3[CH:14]=[CH:15][CH:16]=[CH:17][CH:18]=3)=[C:5]3[C:3](=[O:4])[N:38]([CH2:37][CH2:36][CH3:39])[CH:32]=[CH:31][N:6]3[CH:7]=2)=[O:30])=[CH:24][CH:25]=1. The yield is 0.540. (8) The reactants are [N:1]1[CH:6]=[CH:5][CH:4]=[C:3]([NH2:7])[CH:2]=1.Br[C:9]1[C:10](=[O:17])[N:11]([CH3:16])[CH:12]=[C:13]([Br:15])[N:14]=1.C(N(C(C)C)CC)(C)C. The catalyst is C(O)(C)C. The product is [Br:15][C:13]1[N:14]=[C:9]([NH:7][C:3]2[CH:2]=[N:1][CH:6]=[CH:5][CH:4]=2)[C:10](=[O:17])[N:11]([CH3:16])[CH:12]=1. The yield is 0.500. (9) The reactants are Br[C:2]1[N:10]([CH2:11][O:12][CH2:13][CH2:14][Si:15]([CH3:18])([CH3:17])[CH3:16])[C:9]2[C:8](=[O:19])[N:7]([CH2:20][CH2:21][CH:22]([OH:24])[CH3:23])[C:6](=[O:25])[N:5]([CH3:26])[C:4]=2[N:3]=1.[F:27][C:28]([F:38])([F:37])[O:29][C:30]1[CH:31]=[C:32]([OH:36])[CH:33]=[CH:34][CH:35]=1.C(=O)([O-])[O-].[K+].[K+]. The catalyst is C(OCC)(=O)C. The product is [OH:24][CH:22]([CH3:23])[CH2:21][CH2:20][N:7]1[C:8](=[O:19])[C:9]2[N:10]([CH2:11][O:12][CH2:13][CH2:14][Si:15]([CH3:18])([CH3:17])[CH3:16])[C:2]([O:36][C:32]3[CH:33]=[CH:34][CH:35]=[C:30]([O:29][C:28]([F:27])([F:37])[F:38])[CH:31]=3)=[N:3][C:4]=2[N:5]([CH3:26])[C:6]1=[O:25]. The yield is 0.918. (10) The reactants are [Cl:1][C:2]1[CH:3]=[C:4]2[CH:10]=[C:9]([C:11]([C:13]3[CH:18]=[CH:17][CH:16]=[CH:15][CH:14]=3)=O)[NH:8][C:5]2=[CH:6][N:7]=1.[C:19]([NH:22][NH2:23])([NH2:21])=[NH:20].[ClH:24].Cl. The catalyst is C(O)C. The product is [ClH:1].[ClH:24].[Cl:1][C:2]1[CH:3]=[C:4]2[CH:10]=[C:9]([C:11](=[N:23][NH:22][C:19]([NH2:21])=[NH:20])[C:13]3[CH:18]=[CH:17][CH:16]=[CH:15][CH:14]=3)[NH:8][C:5]2=[CH:6][N:7]=1. The yield is 1.00.